Predict the reactants needed to synthesize the given product. From a dataset of Full USPTO retrosynthesis dataset with 1.9M reactions from patents (1976-2016). (1) The reactants are: [NH2:1][C:2]1[N:7]=[CH:6][C:5]([O:8][C:9]2[CH:18]=[C:17]([N:19]3[CH2:24][CH2:23][N:22]([CH2:25][C:26]4[CH2:27][O:28][C:29]([CH3:40])([CH3:39])[CH2:30][C:31]=4[C:32]4[CH:37]=[CH:36][C:35]([Cl:38])=[CH:34][CH:33]=4)[CH2:21][CH2:20]3)[CH:16]=[CH:15][C:10]=2[C:11]([O:13]C)=[O:12])=[CH:4][C:3]=1[Cl:41].[OH-].[Li+]. Given the product [NH2:1][C:2]1[N:7]=[CH:6][C:5]([O:8][C:9]2[CH:18]=[C:17]([N:19]3[CH2:24][CH2:23][N:22]([CH2:25][C:26]4[CH2:27][O:28][C:29]([CH3:39])([CH3:40])[CH2:30][C:31]=4[C:32]4[CH:33]=[CH:34][C:35]([Cl:38])=[CH:36][CH:37]=4)[CH2:21][CH2:20]3)[CH:16]=[CH:15][C:10]=2[C:11]([OH:13])=[O:12])=[CH:4][C:3]=1[Cl:41], predict the reactants needed to synthesize it. (2) Given the product [CH3:1][O:2][C:3]1[CH:4]=[C:5]2[CH2:14][CH:13]([CH2:15][CH:16]3[CH2:17][CH2:18][N:19]([CH2:22][C:23]4[CH:28]=[CH:27][CH:26]=[CH:25][CH:24]=4)[CH2:20][CH2:21]3)[C:11](=[O:12])[C:6]2=[CH:7][C:8]=1[O:9][CH3:10].[ClH:35], predict the reactants needed to synthesize it. The reactants are: [CH3:1][O:2][C:3]1[CH:4]=[C:5]2[CH2:14][CH:13]([CH2:15][CH:16]3[CH2:21][CH2:20][N:19]([CH2:22][C:23]4[CH:24]=[CH:25][CH:26]=[CH:27][CH:28]=4)[CH2:18][CH2:17]3)[C:11](=[O:12])[C:6]2=[CH:7][C:8]=1[O:9][CH3:10].C(O)(=O)C.C[Si](C)(C)[Cl:35]. (3) Given the product [C:26]1([CH3:36])[CH:27]=[CH:28][C:29]([S:32]([OH:35])(=[O:33])=[O:34])=[CH:30][CH:31]=1.[Cl:1][C:2]1[CH:3]=[C:4]2[C:8](=[CH:9][CH:10]=1)[NH:7][C:6]([C:11]([NH:13][NH:14][C:15](=[O:24])[C:16]1[CH:21]=[CH:20][C:19]([F:22])=[CH:18][C:17]=1[NH2:23])=[O:12])=[CH:5]2, predict the reactants needed to synthesize it. The reactants are: [Cl:1][C:2]1[CH:3]=[C:4]2[C:8](=[CH:9][CH:10]=1)[NH:7][C:6]([C:11]([NH:13][NH:14][C:15](=[O:24])[C:16]1[CH:21]=[CH:20][C:19]([F:22])=[CH:18][C:17]=1[NH2:23])=[O:12])=[CH:5]2.O.[C:26]1([CH3:36])[CH:31]=[CH:30][C:29]([S:32]([OH:35])(=[O:34])=[O:33])=[CH:28][CH:27]=1. (4) Given the product [CH2:30]([O:29]/[N:28]=[C:17]1\[CH2:16][C@@H:15]2[C@@H:25]([C@:23]3([CH3:24])[CH:18]\1[CH2:19][C:20](=[O:52])[CH2:21][CH2:22]3)[CH2:26][CH2:27][C@@:4]1([CH3:5])[C@H:6]2[CH2:7][CH2:8][C:3]1=[O:2])[CH3:31], predict the reactants needed to synthesize it. The reactants are: C1CO[C:8]23OCCO[C:3]2([C@:4]2([CH2:27][CH2:26][C@H:25]4[C@@H:15]([CH2:16]/[C:17](=[N:28]\[O:29][CH2:30][CH3:31])/[CH:18]5[C@:23]4([CH3:24])[CH2:22][CH2:21][CH2:20][CH2:19]5)[C@@H:6]2[CH2:7]3)[CH3:5])[O:2]1.C([C@@H]1C2[C@](C)(CCC(=[O:52])C2)[C@@H]2[C@H]([C@H]3[C@@](CC2)(C)C(=O)CC3)C1)#N. (5) Given the product [C:11]([O:34][C:20]1[CH2:21][CH2:22][CH2:23][CH2:24][CH2:25][CH2:26][CH2:27][CH2:2][CH2:3][CH2:4][CH2:5][CH2:6][CH:1]([CH3:7])[CH:35]=1)(=[O:14])[CH2:12][CH3:13], predict the reactants needed to synthesize it. The reactants are: [C:1]1([CH3:7])[CH:6]=[CH:5][CH:4]=[CH:3][CH:2]=1.C[Zn]C.[C:11](O[C:11](=[O:14])[CH2:12][CH3:13])(=[O:14])[CH2:12][CH3:13].[C:20]1(=[O:35])[CH2:34]CCCCCC[CH2:27][CH2:26][CH2:25][CH2:24][CH2:23][CH:22]=[CH:21]1. (6) Given the product [F:1][C:2]1[C:32]([F:33])=[CH:31][CH:30]=[CH:29][C:3]=1[C:4]([NH:6][CH2:7][C:8]([NH:10][C@H:11]([B:16]([OH:20])[OH:17])[CH2:12][CH:13]([CH3:14])[CH3:15])=[O:9])=[O:5], predict the reactants needed to synthesize it. The reactants are: [F:1][C:2]1[C:32]([F:33])=[CH:31][CH:30]=[CH:29][C:3]=1[C:4]([NH:6][CH2:7][C:8]([NH:10][C@H:11]([B:16]1[O:20][C@H]2C[C@H]3C[C@@H]([C@@]2(C)[O:17]1)C3(C)C)[CH2:12][CH:13]([CH3:15])[CH3:14])=[O:9])=[O:5].C(O)CCCCCC.B([O-])OCC(C)C. (7) The reactants are: [C:1](#[N:3])[CH3:2].C([Li])CCC.C(O[C:12](=[O:27])[CH2:13][C:14]1[CH:19]=[CH:18][C:17]([O:20][CH2:21][CH2:22][CH2:23][N:24]([CH3:26])[CH3:25])=[CH:16][CH:15]=1)C. Given the product [CH3:26][N:24]([CH3:25])[CH2:23][CH2:22][CH2:21][O:20][C:17]1[CH:16]=[CH:15][C:14]([CH2:13][C:12](=[O:27])[CH2:2][C:1]#[N:3])=[CH:19][CH:18]=1, predict the reactants needed to synthesize it. (8) Given the product [Si:16]([O:23][CH2:24][CH:25]1[CH2:36][CH2:35][C:34]2[S:33][C:32]3[C:27](=[C:28]([O:13][CH:10]4[CH2:9][CH2:8][CH:7]([N:1]5[CH2:2][CH2:3][O:4][CH2:5][CH2:6]5)[CH2:12][CH2:11]4)[N:29]=[CH:30][N:31]=3)[C:26]1=2)([C:19]([CH3:22])([CH3:20])[CH3:21])([CH3:18])[CH3:17], predict the reactants needed to synthesize it. The reactants are: [N:1]1([C@H:7]2[CH2:12][CH2:11][C@H:10]([OH:13])[CH2:9][CH2:8]2)[CH2:6][CH2:5][O:4][CH2:3][CH2:2]1.[H-].[Na+].[Si:16]([O:23][CH2:24][CH:25]1[CH2:36][CH2:35][C:34]2[S:33][C:32]3[C:27](=[C:28](Cl)[N:29]=[CH:30][N:31]=3)[C:26]1=2)([C:19]([CH3:22])([CH3:21])[CH3:20])([CH3:18])[CH3:17].